The task is: Binary Classification. Given a miRNA mature sequence and a target amino acid sequence, predict their likelihood of interaction.. This data is from Experimentally validated miRNA-target interactions with 360,000+ pairs, plus equal number of negative samples. (1) The miRNA is rno-miR-135a-5p with sequence UAUGGCUUUUUAUUCCUAUGUGA. The protein sequence of the target gene is MRFKFPLMAISLEVAMIVLFGLFVEYETPQNASQKNASHQNASQQGNTSSSAKKDQFFQLYPLFQDVHVMIFVGFGFLMTFLKKYGFSGVGFNLFLAALGLQWGTIMQGLLHSHGKEFHFGIYNMINADFSTATVLISFGAVLGKTSPIQMLIMTILEIAVFAGNEYLVTELFEASDTGASMTIHAFGAYFGLAVAGVLYRPGLRCEHPNDESVYHSDLFAMIGTLFLWIFWPSFNSAIADPGDHQYRAIVNTYMSLAACVITAYALSSLVERRGRLDMVHIQNATLAGGVAVGTCADME.... Result: 0 (no interaction). (2) The miRNA is hsa-miR-887-5p with sequence CUUGGGAGCCCUGUUAGACUC. The protein sequence of the target gene is MAAVVLPPTAASQREGHTEGGELVNELLKSWLKGLVTFEDVAVEFTQEEWALLDPAQRTLYRDVMLENCRNLASLGNQVDKPRLISQLEQEDKVMTEERGILSGTCPDVENPFKAKGLTPKLHVFRKEQSRNMKMERNHLGATLNECNQCFKVFSTKSSLTRHRKIHTGERPYGCSECGKSYSSRSYLAVHKRIHNGEKPYECNDCGKTFSSRSYLTVHKRIHNGEKPYECSDCGKTFSNSSYLRPHLRIHTGEKPYKCNQCFREFRTQSIFTRHKRVHTGEGHYVCNQCGKAFGTRSSL.... Result: 1 (interaction).